Predict the product of the given reaction. From a dataset of Forward reaction prediction with 1.9M reactions from USPTO patents (1976-2016). (1) Given the reactants CS(O[CH:6]([CH:18]1[CH2:20][CH2:19]1)[CH2:7][CH2:8][C:9]1[CH:14]=[CH:13][CH:12]=[CH:11][C:10]=1[N+:15]([O-:17])=[O:16])(=O)=O.[OH-].[K+], predict the reaction product. The product is: [N+:15]([C:10]1[CH:11]=[CH:12][CH:13]=[CH:14][C:9]=1[CH:8]1[CH2:7][CH:6]1[CH:18]1[CH2:20][CH2:19]1)([O-:17])=[O:16]. (2) Given the reactants [C:1]([O:5][C:6]([N:8]1[C@@H:13]([CH2:14][O:15][Si:16]([C:29]([CH3:32])([CH3:31])[CH3:30])([C:23]2[CH:28]=[CH:27][CH:26]=[CH:25][CH:24]=2)[C:17]2[CH:22]=[CH:21][CH:20]=[CH:19][CH:18]=2)[CH2:12][O:11][C@@H:10]([C:33]2[N:37]3[CH:38]=[CH:39][N:40]=[C:41]([NH:42][CH2:43][C:44]4[CH:49]=[CH:48][C:47]([O:50][CH3:51])=[CH:46][C:45]=4[O:52][CH3:53])[C:36]3=[C:35](Br)[N:34]=2)[CH2:9]1)=[O:7])([CH3:4])([CH3:3])[CH3:2].CC1(C)C(C)(C)OB([C:63]2[CH:81]=[CH:80][C:66]([C:67]([NH:69][C:70]3[CH:75]=[C:74]([C:76]([F:79])([F:78])[F:77])[CH:73]=[CH:72][N:71]=3)=[O:68])=[CH:65][CH:64]=2)O1.[O-]P([O-])([O-])=O.[K+].[K+].[K+], predict the reaction product. The product is: [Si:16]([O:15][CH2:14][C@@H:13]1[N:8]([C:6]([O:5][C:1]([CH3:4])([CH3:3])[CH3:2])=[O:7])[CH2:9][C@H:10]([C:33]2[N:37]3[CH:38]=[CH:39][N:40]=[C:41]([NH:42][CH2:43][C:44]4[CH:49]=[CH:48][C:47]([O:50][CH3:51])=[CH:46][C:45]=4[O:52][CH3:53])[C:36]3=[C:35]([C:63]3[CH:81]=[CH:80][C:66]([C:67](=[O:68])[NH:69][C:70]4[CH:75]=[C:74]([C:76]([F:77])([F:78])[F:79])[CH:73]=[CH:72][N:71]=4)=[CH:65][CH:64]=3)[N:34]=2)[O:11][CH2:12]1)([C:29]([CH3:32])([CH3:31])[CH3:30])([C:23]1[CH:28]=[CH:27][CH:26]=[CH:25][CH:24]=1)[C:17]1[CH:22]=[CH:21][CH:20]=[CH:19][CH:18]=1. (3) Given the reactants [NH:1]1[CH2:6][CH2:5][C:4]2([O:11][C:10]3[C:12]4[C:17]([C:18](=[O:21])[C:19](=[O:20])[C:9]=3[S:8][CH2:7]2)=[CH:16][CH:15]=[CH:14][CH:13]=4)[CH2:3][CH2:2]1.[I:22][C:23]1[CH:31]=[CH:30][CH:29]=[CH:28][C:24]=1[C:25](Cl)=[O:26], predict the reaction product. The product is: [I:22][C:23]1[CH:31]=[CH:30][CH:29]=[CH:28][C:24]=1[C:25]([N:1]1[CH2:2][CH2:3][C:4]2([O:11][C:10]3[C:12]4[C:17]([C:18](=[O:21])[C:19](=[O:20])[C:9]=3[S:8][CH2:7]2)=[CH:16][CH:15]=[CH:14][CH:13]=4)[CH2:5][CH2:6]1)=[O:26].